Dataset: Full USPTO retrosynthesis dataset with 1.9M reactions from patents (1976-2016). Task: Predict the reactants needed to synthesize the given product. Given the product [Br:11][C:10]1[C:5]([C:3]2[N:4]=[C:18]([C:17]3[CH:20]=[CH:21][C:14]([O:13][CH3:12])=[CH:15][C:16]=3[OH:22])[NH:1][N:2]=2)=[N:6][CH:7]=[CH:8][CH:9]=1, predict the reactants needed to synthesize it. The reactants are: [NH2:1][NH:2][C:3]([C:5]1[C:10]([Br:11])=[CH:9][CH:8]=[CH:7][N:6]=1)=[NH:4].[CH3:12][O:13][C:14]1[CH:21]=[CH:20][C:17]([CH:18]=O)=[C:16]([OH:22])[CH:15]=1.